This data is from Catalyst prediction with 721,799 reactions and 888 catalyst types from USPTO. The task is: Predict which catalyst facilitates the given reaction. (1) Reactant: [NH2:1][C:2]1[C:6]2[C:7](=[O:17])[N:8]([CH:12]([CH:14]([CH3:16])[CH3:15])[CH3:13])[CH:9]=[C:10](Br)[C:5]=2[NH:4][N:3]=1.[CH3:18][N:19]1[CH:23]=[CH:22][C:21](B2OC(C)(C)C(C)(C)O2)=[N:20]1.C(=O)([O-])[O-].[Na+].[Na+].CN(C)C=O. Product: [NH2:1][C:2]1[C:6]2[C:7](=[O:17])[N:8]([CH:12]([CH:14]([CH3:16])[CH3:15])[CH3:13])[CH:9]=[C:10]([C:21]3[CH:22]=[CH:23][N:19]([CH3:18])[N:20]=3)[C:5]=2[NH:4][N:3]=1. The catalyst class is: 103. (2) Reactant: [CH3:1][NH:2][C:3]([C:5]1[CH:10]=[C:9]([O:11][C:12]2[CH:23]=[CH:22][C:15]3[N:16]=[C:17](S(C)=O)[S:18][C:14]=3[CH:13]=2)[CH:8]=[CH:7][N:6]=1)=[O:4].Cl.[NH2:25][C@H:26]1[CH2:31][CH2:30][CH2:29][CH2:28][C@@H:27]1[OH:32].C(N(C(C)C)CC)(C)C. Product: [OH:32][C@H:27]1[CH2:28][CH2:29][CH2:30][CH2:31][C@@H:26]1[NH:25][C:17]1[S:18][C:14]2[CH:13]=[C:12]([O:11][C:9]3[CH:8]=[CH:7][N:6]=[C:5]([C:3]([NH:2][CH3:1])=[O:4])[CH:10]=3)[CH:23]=[CH:22][C:15]=2[N:16]=1. The catalyst class is: 44. (3) Product: [CH3:25][O:24][C:21]1[CH:20]=[CH:19][C:18]([CH2:17][N:15]2[CH:16]=[C:12]([C:7]3[N:8]=[C:9]([NH2:11])[S:10][C:6]=3[CH2:4][OH:3])[C:13]([CH:26]([OH:29])[CH2:27][CH3:28])=[N:14]2)=[CH:23][CH:22]=1. Reactant: C([O:3][C:4]([C:6]1[S:10][C:9]([NH2:11])=[N:8][C:7]=1[C:12]1[C:13]([CH:26]([OH:29])[CH2:27][CH3:28])=[N:14][N:15]([CH2:17][C:18]2[CH:23]=[CH:22][C:21]([O:24][CH3:25])=[CH:20][CH:19]=2)[CH:16]=1)=O)C.CC(C[AlH]CC(C)C)C.CO.C([O-])([O-])=O.[K+].[K+]. The catalyst class is: 2. (4) Reactant: [Br:1][C:2]1[C:3]([NH:23][S:24]([CH3:27])(=[O:26])=[O:25])=[CH:4][C:5]2[O:9][C:8]([C:10]3[CH:15]=[CH:14][C:13]([F:16])=[CH:12][C:11]=3[F:17])=[C:7]([C:18]([NH:20][CH3:21])=[O:19])[C:6]=2[CH:22]=1.[C:28]([O-])([O-])=O.[K+].[K+].CI. Product: [Br:1][C:2]1[C:3]([N:23]([CH3:28])[S:24]([CH3:27])(=[O:25])=[O:26])=[CH:4][C:5]2[O:9][C:8]([C:10]3[CH:15]=[CH:14][C:13]([F:16])=[CH:12][C:11]=3[F:17])=[C:7]([C:18]([NH:20][CH3:21])=[O:19])[C:6]=2[CH:22]=1. The catalyst class is: 3. (5) Reactant: [CH:1]1([N:4]2[C:8](=[O:9])[NH:7][N:6]=[N:5]2)[CH2:3][CH2:2]1.C([O-])([O-])=O.[K+].[K+].[CH3:16][N:17]([C:21]1[CH:22]=[N:23][CH:24]=[CH:25][CH:26]=1)[C:18](Cl)=[O:19]. Product: [CH3:16][N:17]([C:21]1[CH:22]=[N:23][CH:24]=[CH:25][CH:26]=1)[C:18]([N:7]1[C:8](=[O:9])[N:4]([CH:1]2[CH2:3][CH2:2]2)[N:5]=[N:6]1)=[O:19]. The catalyst class is: 840. (6) Reactant: [C:1]([C:3]1[CH:4]=[CH:5][C:6]2[O:10][C:9](=C)[N:8]([CH:12]3[CH2:17][CH2:16][N:15](C(OC(C)(C)C)=O)[CH2:14][CH2:13]3)[C:7]=2[CH:25]=1)#[N:2].[ClH:26].C([O:29]CC)C. Product: [ClH:26].[O:29]=[C:9]1[N:8]([CH:12]2[CH2:17][CH2:16][NH:15][CH2:14][CH2:13]2)[C:7]2[CH:25]=[C:3]([C:1]#[N:2])[CH:4]=[CH:5][C:6]=2[O:10]1. The catalyst class is: 4. (7) Reactant: Cl.[OH:2][C@H:3]1[CH2:8][CH2:7][CH2:6][CH2:5][C@@H:4]1[N:9]1[C:18](=[O:19])[C:17]2[C:12](=[C:13]3[CH:31]=[CH:30][CH:29]=[CH:28][C:14]3=[C:15]([CH2:20][C:21]3[CH:22]=[N:23][C:24]([CH3:27])=[CH:25][CH:26]=3)[CH:16]=2)[N:11]=[CH:10]1.C(N(CC)CC)C.ClC1C=C(C=CC=1)C(OO)=[O:44]. Product: [N:11]1[C:12]2[C:17](=[CH:16][CH:15]=[C:14]3[CH:28]=[CH:29][CH:30]=[CH:31][C:13]3=2)[C:18](=[O:19])[NH:9][CH:10]=1.[OH:2][C@H:3]1[CH2:8][CH2:7][CH2:6][CH2:5][C@@H:4]1[N:9]1[C:18](=[O:19])[C:17]2[C:12](=[C:13]3[CH:31]=[CH:30][CH:29]=[CH:28][C:14]3=[C:15]([CH2:20][C:21]3[CH:22]=[N+:23]([O-:44])[C:24]([CH3:27])=[CH:25][CH:26]=3)[CH:16]=2)[N:11]=[CH:10]1. The catalyst class is: 4. (8) Reactant: [CH3:1][C:2]1[N:11]=[C:10]([C:12]([F:15])([F:14])[F:13])[CH:9]=[CH:8][C:3]=1[C:4]([O:6]C)=[O:5].O.[OH-].[Li+].Cl. Product: [CH3:1][C:2]1[N:11]=[C:10]([C:12]([F:15])([F:13])[F:14])[CH:9]=[CH:8][C:3]=1[C:4]([OH:6])=[O:5]. The catalyst class is: 13. (9) The catalyst class is: 25. Reactant: [C:1]([O:5][C:6](=[O:25])[NH:7][C@H:8]([C:12]1[CH:17]=[C:16]([C:18]2[N:22]([CH3:23])[N:21]=[CH:20][C:19]=2[NH2:24])[CH:15]=[CH:14][N:13]=1)[CH2:9][CH:10]=[CH2:11])([CH3:4])([CH3:3])[CH3:2].[CH3:26][C@H:27]([CH:31]=[CH2:32])[C:28](O)=[O:29].N1C=CC=CC=1.C(P1(=O)OP(CCC)(=O)OP(CCC)(=O)O1)CC. Product: [C:1]([O:5][C:6](=[O:25])[NH:7][C@H:8]([C:12]1[CH:17]=[C:16]([C:18]2[N:22]([CH3:23])[N:21]=[CH:20][C:19]=2[NH:24][C:28](=[O:29])[C@H:27]([CH3:26])[CH:31]=[CH2:32])[CH:15]=[CH:14][N:13]=1)[CH2:9][CH:10]=[CH2:11])([CH3:2])([CH3:4])[CH3:3]. (10) Reactant: Cl.[NH2:2][C:3]1[CH:4]=[CH:5][CH:6]=[C:7]([C:10]([O:12][CH3:13])=[O:11])[N+:8]=1[O-:9].N([O-])=O.[Na+].[N-:18]=[N+:19]=[N-].[Na+]. Product: [N:2]([C:3]1[CH:4]=[CH:5][CH:6]=[C:7]([C:10]([O:12][CH3:13])=[O:11])[N+:8]=1[O-:9])=[N+:18]=[N-:19]. The catalyst class is: 33.